Dataset: Choline transporter screen with 302,306 compounds. Task: Binary Classification. Given a drug SMILES string, predict its activity (active/inactive) in a high-throughput screening assay against a specified biological target. (1) The drug is Fc1ccc(OCC(OC(=O)C)Cn2c3c(nc2)cccc3)cc1. The result is 0 (inactive). (2) The molecule is Clc1cc(C(=O)N2CCC(O)(CC2)CN(CC)CC)ccc1Cl. The result is 0 (inactive). (3) The drug is FC(F)(F)c1cc(NC(=O)c2cc(Nc3ncccc3)c(cc2)C)ccc1. The result is 0 (inactive). (4) The drug is s1c(CNC(=O)c2c(=O)c3c([nH]c2)c(ccc3)C)ccc1. The result is 0 (inactive). (5) The result is 0 (inactive). The drug is o1c(CN(CC(=O)Nc2c(OC)cccc2)C(=O)c2ccc(n3nc(cc3C)C)cc2)ccc1. (6) The molecule is S=C1NC(C(=C(N1)C)C(=O)C)c1c(O)ccc([N+]([O-])=O)c1. The result is 0 (inactive).